This data is from Catalyst prediction with 721,799 reactions and 888 catalyst types from USPTO. The task is: Predict which catalyst facilitates the given reaction. Product: [F:30][C:28]([F:29])([F:31])[C@H:27]([N:32]1[CH2:36][CH2:35][C@H:34]([NH:37][C:38](=[O:39])[O:40][C:41]([CH3:44])([CH3:42])[CH3:43])[CH2:33]1)[C:24]1[CH:25]=[CH:26][C:21]2[N:22]([C:18]([C:15]3[CH:14]=[CH:13][C:12]4[C:17](=[C:8]([O:7][CH2:6][CH2:5][OH:4])[CH:9]=[CH:10][CH:11]=4)[N:16]=3)=[N:19][N:20]=2)[CH:23]=1. The catalyst class is: 5. Reactant: C([O:4][CH2:5][CH2:6][O:7][C:8]1[CH:9]=[CH:10][CH:11]=[C:12]2[C:17]=1[N:16]=[C:15]([C:18]1[N:22]3[CH:23]=[C:24]([C@@H:27]([N:32]4[CH2:36][CH2:35][C@H:34]([NH:37][C:38]([O:40][C:41]([CH3:44])([CH3:43])[CH3:42])=[O:39])[CH2:33]4)[C:28]([F:31])([F:30])[F:29])[CH:25]=[CH:26][C:21]3=[N:20][N:19]=1)[CH:14]=[CH:13]2)(=O)C.[OH-].[Li+].